From a dataset of Forward reaction prediction with 1.9M reactions from USPTO patents (1976-2016). Predict the product of the given reaction. (1) The product is: [Cl:1][C:2]1[CH:10]=[CH:9][C:8]2[N:7](/[CH:34]=[C:35](/[C:37]3[CH:42]=[CH:41][C:40]([F:43])=[C:39]([F:44])[CH:38]=3)\[CH3:36])[C:6]3[CH2:11][CH2:12][N:13]([CH3:16])[CH2:14][CH2:15][C:5]=3[C:4]=2[CH:3]=1. Given the reactants [Cl:1][C:2]1[CH:10]=[CH:9][C:8]2[NH:7][C:6]3[CH2:11][CH2:12][N:13]([CH3:16])[CH2:14][CH2:15][C:5]=3[C:4]=2[CH:3]=1.N1CCC[C@H]1C(O)=O.[O-]P([O-])([O-])=O.[K+].[K+].[K+].Br[CH:34]=[C:35]([C:37]1[CH:42]=[CH:41][C:40]([F:43])=[C:39]([F:44])[CH:38]=1)[CH3:36], predict the reaction product. (2) Given the reactants Cl[C:2]1[CH:3]=[C:4]([CH:16]=[CH:17][N:18]=1)[C:5]([NH:7][CH2:8][CH2:9][CH2:10][N:11]([CH2:14][CH3:15])[CH2:12][CH3:13])=[O:6].[NH2:19][C:20]1[CH:21]=[C:22]([CH:32]=[CH:33][N:34]=1)[C:23]([NH:25][C:26]1[CH:31]=[CH:30][N:29]=[CH:28][CH:27]=1)=[O:24].CC(C1C=C(C(C)C)C(C2C=CC=CC=2P(C2CCCCC2)C2CCCCC2)=C(C(C)C)C=1)C.C([O-])([O-])=O.[K+].[K+], predict the reaction product. The product is: [CH2:12]([N:11]([CH2:14][CH3:15])[CH2:10][CH2:9][CH2:8][NH:7][C:5](=[O:6])[C:4]1[CH:16]=[CH:17][N:18]=[C:2]([NH:19][C:20]2[CH:21]=[C:22]([C:23](=[O:24])[NH:25][C:26]3[CH:31]=[CH:30][N:29]=[CH:28][CH:27]=3)[CH:32]=[CH:33][N:34]=2)[CH:3]=1)[CH3:13]. (3) Given the reactants [N+:1]([C:4]1[CH:10]=[CH:9][CH:8]=[CH:7][C:5]=1[NH2:6])([O-:3])=[O:2].[CH3:11][C:12]([O:15][C:16](O[C:16]([O:15][C:12]([CH3:14])([CH3:13])[CH3:11])=[O:17])=[O:17])([CH3:14])[CH3:13].C(O)(C(F)(F)F)=O.C([O-])(O)=O.[Na+], predict the reaction product. The product is: [C:12]([O:15][C:16](=[O:17])[NH:6][C:5]1[CH:7]=[CH:8][CH:9]=[CH:10][C:4]=1[N+:1]([O-:3])=[O:2])([CH3:14])([CH3:13])[CH3:11]. (4) Given the reactants [H-].[Na+].[CH:3]1[C:12]2[C:7](=[CH:8][CH:9]=[CH:10][CH:11]=2)[CH:6]=[CH:5][C:4]=1[S:13]([N:16]1[CH2:21][CH2:20][NH:19][CH2:18][CH2:17]1)(=[O:15])=[O:14].CS([C:26]1[N:31]=[CH:30][C:29]([C:32]([O:34][CH2:35][CH3:36])=[O:33])=[CH:28][N:27]=1)(=O)=O.O, predict the reaction product. The product is: [CH:3]1[C:12]2[C:7](=[CH:8][CH:9]=[CH:10][CH:11]=2)[CH:6]=[CH:5][C:4]=1[S:13]([N:16]1[CH2:21][CH2:20][N:19]([C:26]2[N:27]=[CH:28][C:29]([C:32]([O:34][CH2:35][CH3:36])=[O:33])=[CH:30][N:31]=2)[CH2:18][CH2:17]1)(=[O:15])=[O:14]. (5) Given the reactants ClCCl.[Cl-].[Al+3].[Cl-].[Cl-].[Br:8][CH:9]([CH3:13])[C:10](Br)=[O:11].[Cl:14][C:15]1[CH:20]=[CH:19][CH:18]=[CH:17][CH:16]=1, predict the reaction product. The product is: [Br:8][CH:9]([CH3:13])[C:10]([C:18]1[CH:19]=[CH:20][C:15]([Cl:14])=[CH:16][CH:17]=1)=[O:11]. (6) Given the reactants [CH3:1][O:2][CH2:3][C:4]1[CH:11]=[CH:10][C:7]([C:8]#[N:9])=[CH:6][CH:5]=1, predict the reaction product. The product is: [CH3:1][O:2][CH2:3][C:4]1[CH:11]=[CH:10][C:7]([CH2:8][NH2:9])=[CH:6][CH:5]=1. (7) Given the reactants [CH3:1][C:2]1[N:3]=[CH:4][S:5][CH:6]=1.[Li]CCCC.B.Cl[C:14]1[C:15]2[N:23]=[N:22][N:21]([CH2:24][C:25]3[CH:30]=[CH:29][CH:28]=[C:27]([CH2:31][O:32][CH3:33])[N:26]=3)[C:16]=2[N:17]=[C:18]([NH2:20])[N:19]=1, predict the reaction product. The product is: [CH3:33][O:32][CH2:31][C:27]1[N:26]=[C:25]([CH2:24][N:21]2[C:16]3[N:17]=[C:18]([NH2:20])[N:19]=[C:14]([C:4]4[S:5][CH:6]=[C:2]([CH3:1])[N:3]=4)[C:15]=3[N:23]=[N:22]2)[CH:30]=[CH:29][CH:28]=1. (8) Given the reactants C1N=CN([C:6](N2C=NC=C2)=[O:7])C=1.[I:13][C:14]1[CH:15]=[C:16]([CH:21]=[CH:22][CH:23]=1)[C:17]([NH:19][NH2:20])=[O:18].C(N(CC)CC)C, predict the reaction product. The product is: [I:13][C:14]1[CH:15]=[C:16]([C:17]2[O:18][C:6](=[O:7])[NH:20][N:19]=2)[CH:21]=[CH:22][CH:23]=1.